This data is from Catalyst prediction with 721,799 reactions and 888 catalyst types from USPTO. The task is: Predict which catalyst facilitates the given reaction. (1) Reactant: Br[CH2:2][CH2:3][O:4][CH2:5][CH2:6]Br.[NH2:8][C:9]1[C:10]([O:20][CH3:21])=[CH:11][C:12]([Cl:19])=[C:13]([CH:18]=1)[C:14]([O:16][CH3:17])=[O:15].C(=O)([O-])[O-].[K+].[K+]. Product: [Cl:19][C:12]1[CH:11]=[C:10]([O:20][CH3:21])[C:9]([N:8]2[CH2:6][CH2:5][O:4][CH2:3][CH2:2]2)=[CH:18][C:13]=1[C:14]([O:16][CH3:17])=[O:15]. The catalyst class is: 44. (2) Reactant: [F:1][C:2]1[CH:7]=[C:6]([C:8]2[CH:13]=[N:12][CH:11]=[C:10]3[N:14]([CH3:17])[N:15]=[CH:16][C:9]=23)[CH:5]=[CH:4][C:3]=1[NH2:18].N1C=CC=CC=1.C1([O:31][C:32](=O)[NH:33][C:34]2[N:35]([C:42]3[CH:47]=[CH:46][CH:45]=[C:44]([F:48])[CH:43]=3)[N:36]=[C:37]([CH:39]([CH3:41])[CH3:40])[CH:38]=2)C=CC=CC=1.NC1C=CNN=1.ClC(OC1C=CC=CC=1)=O. Product: [F:1][C:2]1[CH:7]=[C:6]([C:8]2[CH:13]=[N:12][CH:11]=[C:10]3[N:14]([CH3:17])[N:15]=[CH:16][C:9]=23)[CH:5]=[CH:4][C:3]=1[NH:18][C:32]([NH:33][C:34]1[N:35]([C:42]2[CH:47]=[CH:46][CH:45]=[C:44]([F:48])[CH:43]=2)[N:36]=[C:37]([CH:39]([CH3:41])[CH3:40])[CH:38]=1)=[O:31]. The catalyst class is: 1.